From a dataset of Reaction yield outcomes from USPTO patents with 853,638 reactions. Predict the reaction yield, written as a fraction of the theoretical maximum amount of product (1.0 means a 100% yield; for example, 0.34 means a 34% yield). The reactants are C(OC(=O)[N:6]([CH2:22][C@@H:23]([NH:32]C(OC(C)(C)C)=O)[CH2:24][C:25]1[CH:30]=[CH:29][C:28]([Cl:31])=[CH:27][CH:26]=1)[C:7]1[O:11][N:10]=[C:9]([C:12]2[CH:13]=[C:14]3[C:19](=[CH:20][CH:21]=2)[CH:18]=[N:17][CH:16]=[CH:15]3)[CH:8]=1)C=C.C[Si](C)(C)NO[Si](C)(C)C.C(O)(C(F)(F)F)=O.[OH-].[Na+]. The catalyst is C(Cl)Cl.[Pd].C1(P(C2C=CC=CC=2)C2C=CC=CC=2)C=CC=CC=1.C1(P(C2C=CC=CC=2)C2C=CC=CC=2)C=CC=CC=1.C1(P(C2C=CC=CC=2)C2C=CC=CC=2)C=CC=CC=1.C1(P(C2C=CC=CC=2)C2C=CC=CC=2)C=CC=CC=1. The product is [NH2:32][C@@H:23]([CH2:24][C:25]1[CH:26]=[CH:27][C:28]([Cl:31])=[CH:29][CH:30]=1)[CH2:22][NH:6][C:7]1[O:11][N:10]=[C:9]([C:12]2[CH:13]=[C:14]3[C:19](=[CH:20][CH:21]=2)[CH:18]=[N:17][CH:16]=[CH:15]3)[CH:8]=1. The yield is 0.390.